This data is from Full USPTO retrosynthesis dataset with 1.9M reactions from patents (1976-2016). The task is: Predict the reactants needed to synthesize the given product. (1) Given the product [Cl:1][C:2]1[CH:7]=[CH:6][C:5]([CH2:8][OH:9])=[CH:4][C:3]=1[C:10]1[N:11]=[C:12]([O:28][CH3:29])[N:13]=[C:14]([C:16]2[CH:21]=[CH:20][CH:19]=[CH:18][CH:17]=2)[N:15]=1, predict the reactants needed to synthesize it. The reactants are: [Cl:1][C:2]1[CH:7]=[CH:6][C:5]([CH2:8][OH:9])=[CH:4][C:3]=1[C:10]1[N:15]=[C:14]([C:16]2[CH:21]=[CH:20][C:19](OCC(C)(C)C)=[CH:18][CH:17]=2)[N:13]=[C:12]([O:28][CH3:29])[N:11]=1.ClC1N=C(Cl)N=C(OC)N=1.ClC1C=CC(CO)=CC=1B(O)O.C1(B(O)O)C=CC=CC=1. (2) The reactants are: [C:1]1([C:7]2[O:11][N:10]=[C:9]([C@H:12]3[CH2:16][CH2:15][C@H:14]([NH2:17])[CH2:13]3)[N:8]=2)[CH:6]=[CH:5][CH:4]=[CH:3][CH:2]=1.CCN(C(C)C)C(C)C.Cl[C:28]1[N:33]=[CH:32][N:31]=[C:30]2[N:34](C3CCCCO3)[N:35]=[CH:36][C:29]=12. Given the product [C:1]1([C:7]2[O:11][N:10]=[C:9]([C@H:12]3[CH2:16][CH2:15][C@H:14]([NH:17][C:28]4[N:33]=[CH:32][N:31]=[C:30]5[NH:34][N:35]=[CH:36][C:29]=45)[CH2:13]3)[N:8]=2)[CH:2]=[CH:3][CH:4]=[CH:5][CH:6]=1, predict the reactants needed to synthesize it. (3) Given the product [C:1]([C:3]1([C:4]2[CH:5]=[C:6]([CH:11]=[CH:12][CH:13]=2)[C:7]([O:9][CH3:10])=[O:8])[CH2:18][CH2:17]1)#[N:2], predict the reactants needed to synthesize it. The reactants are: [C:1]([CH2:3][C:4]1[CH:5]=[C:6]([CH:11]=[CH:12][CH:13]=1)[C:7]([O:9][CH3:10])=[O:8])#[N:2].[H-].[Na+].Br[CH2:17][CH2:18]Cl. (4) Given the product [Br:12][CH2:9][C:8](=[O:10])[C:7]([C:1]1[CH:6]=[CH:5][CH:4]=[CH:3][CH:2]=1)=[O:11], predict the reactants needed to synthesize it. The reactants are: [C:1]1([C:7](=[O:11])[C:8](=[O:10])[CH3:9])[CH:6]=[CH:5][CH:4]=[CH:3][CH:2]=1.[Br:12]Br.